This data is from KCNQ2 potassium channel screen with 302,405 compounds. The task is: Binary Classification. Given a drug SMILES string, predict its activity (active/inactive) in a high-throughput screening assay against a specified biological target. (1) The result is 0 (inactive). The molecule is O(C(=O)c1ncn(CCCC)c1N)CC. (2) The drug is O(c1ccc(N2C(N)=C(CC2=O)C#N)cc1)c1ccccc1. The result is 0 (inactive). (3) The molecule is S(=O)(=O)(N(CC(=O)Nc1c(N2CCOCC2)cccc1)C)c1ccc(F)cc1. The result is 0 (inactive).